From a dataset of Full USPTO retrosynthesis dataset with 1.9M reactions from patents (1976-2016). Predict the reactants needed to synthesize the given product. (1) Given the product [Cl:29][C:24]1[CH:23]=[C:22]([C:16]2([C:18]([F:20])([F:19])[F:21])[O:15][N:14]=[C:13]([C:10]3[CH:11]=[CH:12][C:7]([C:6]([OH:31])=[O:5])=[C:8]([CH3:30])[CH:9]=3)[CH2:17]2)[CH:27]=[C:26]([Cl:28])[CH:25]=1, predict the reactants needed to synthesize it. The reactants are: [OH-].[Li+].C([O:5][C:6](=[O:31])[C:7]1[CH:12]=[CH:11][C:10]([C:13]2[CH2:17][C:16]([C:22]3[CH:27]=[C:26]([Cl:28])[CH:25]=[C:24]([Cl:29])[CH:23]=3)([C:18]([F:21])([F:20])[F:19])[O:15][N:14]=2)=[CH:9][C:8]=1[CH3:30])C.Cl. (2) Given the product [Cl:50][C:51]1[CH:52]=[C:53]([CH:54]=[CH:55][CH:56]=1)[O:57][C:7]1[N:6]=[C:5]([NH:4][CH:1]2[CH2:3][CH2:2]2)[N:10]2[N:11]=[CH:12][C:13](/[CH:14]=[C:15]3/[C:16](=[O:21])[NH:17][C:18](=[O:20])[NH:19]/3)=[C:9]2[N:8]=1, predict the reactants needed to synthesize it. The reactants are: [CH:1]1([NH:4][C:5]2[N:10]3[N:11]=[CH:12][C:13](/[CH:14]=[C:15]4/[C:16](=[O:21])[NH:17][C:18](=[O:20])[NH:19]/4)=[C:9]3[N:8]=[C:7](S(C)(=O)=O)[N:6]=2)[CH2:3][CH2:2]1.C1(NC2N3N=CC(/C=C4/C(=O)NC(=O)N/4)=C3N=C(S(C)=O)N=2)CC1.[Cl:50][C:51]1[CH:52]=[C:53]([OH:57])[CH:54]=[CH:55][CH:56]=1.C([O-])([O-])=O.[K+].[K+]. (3) Given the product [O:12]1[C:8]([C:6]2[NH:15][N:14]([C:16]3[CH:35]=[CH:34][C:19]([C:20]([NH:22][CH:23]4[CH2:24][C:25]([CH3:32])([CH3:33])[N:26]([CH3:31])[C:27]([CH3:30])([CH3:29])[CH2:28]4)=[O:21])=[CH:18][CH:17]=3)[C:4](=[O:13])[CH:5]=2)=[CH:9][CH:10]=[N:11]1, predict the reactants needed to synthesize it. The reactants are: C(O[C:4](=[O:13])[CH2:5][C:6]([C:8]1[O:12][N:11]=[CH:10][CH:9]=1)=O)C.[NH:14]([C:16]1[CH:35]=[CH:34][C:19]([C:20]([NH:22][CH:23]2[CH2:28][C:27]([CH3:30])([CH3:29])[N:26]([CH3:31])[C:25]([CH3:33])([CH3:32])[CH2:24]2)=[O:21])=[CH:18][CH:17]=1)[NH2:15].C(O)C. (4) Given the product [F:1][C:2]1[CH:7]=[C:6]([CH:5]=[CH:4][C:3]=1[F:8])[CH:14]=[O:16], predict the reactants needed to synthesize it. The reactants are: [F:1][C:2]1[CH:7]=[CH:6][CH:5]=[CH:4][C:3]=1[F:8].[Cl-].[Al+3].[Cl-].[Cl-].Cl[CH:14]([O:16]C)Cl.Cl. (5) The reactants are: [F:1][C:2]1[CH:3]=[C:4]2[C:8](=[CH:9][CH:10]=1)[N:7]([CH2:11][C:12]1[CH:17]=[CH:16][CH:15]=[C:14]([F:18])[CH:13]=1)[C:6]([C:19]([OH:21])=O)=[CH:5]2.[OH:22][CH:23]1[CH2:26][N:25]([C:27]2[CH:32]=[CH:31][C:30]([NH2:33])=[CH:29][N:28]=2)[CH2:24]1. Given the product [OH:22][CH:23]1[CH2:26][N:25]([C:27]2[N:28]=[CH:29][C:30]([NH:33][C:19]([C:6]3[N:7]([CH2:11][C:12]4[CH:17]=[CH:16][CH:15]=[C:14]([F:18])[CH:13]=4)[C:8]4[C:4]([CH:5]=3)=[CH:3][C:2]([F:1])=[CH:10][CH:9]=4)=[O:21])=[CH:31][CH:32]=2)[CH2:24]1, predict the reactants needed to synthesize it.